Predict the reactants needed to synthesize the given product. From a dataset of Full USPTO retrosynthesis dataset with 1.9M reactions from patents (1976-2016). (1) Given the product [Cl:8][C:6]1[CH:5]=[C:4]([CH2:9][NH:10][CH:11]2[CH2:13][CH2:12]2)[CH:3]=[C:2](/[CH:22]=[CH:23]/[CH2:24][O:25][CH3:26])[CH:7]=1, predict the reactants needed to synthesize it. The reactants are: Br[C:2]1[CH:3]=[C:4]([CH2:9][NH:10][CH:11]2[CH2:13][CH2:12]2)[CH:5]=[C:6]([Cl:8])[CH:7]=1.CC1(C)C(C)(C)OB(/[CH:22]=[CH:23]/[CH2:24][O:25][CH3:26])O1.C(=O)([O-])[O-].[Na+].[Na+].[NH4+].[Cl-]. (2) Given the product [Cl:11][C:12]1[CH:17]=[C:16]([C:2]2[N:9]=[C:8]([CH3:10])[CH:7]=[CH:6][C:3]=2[C:4]#[N:5])[CH:15]=[CH:14][CH:13]=1, predict the reactants needed to synthesize it. The reactants are: Cl[C:2]1[N:9]=[C:8]([CH3:10])[CH:7]=[CH:6][C:3]=1[C:4]#[N:5].[Cl:11][C:12]1[CH:13]=[C:14](B(O)O)[CH:15]=[CH:16][CH:17]=1.O1CCOCC1.C([O-])([O-])=O.[Na+].[Na+]. (3) The reactants are: [CH2:1]([CH:4]1[CH2:13][C:12](=[O:14])[C:11]2[C:6](=[CH:7][CH:8]=[CH:9][CH:10]=2)[N:5]1[C:15]([O:17][CH2:18][C:19]1[CH:24]=[CH:23][CH:22]=[CH:21][CH:20]=1)=[O:16])[CH:2]=C.I([O-])(=O)(=O)=[O:26].[Na+].N1C(C)=CC=CC=1C. Given the product [O:14]=[C:12]1[C:11]2[C:6](=[CH:7][CH:8]=[CH:9][CH:10]=2)[N:5]([C:15]([O:17][CH2:18][C:19]2[CH:20]=[CH:21][CH:22]=[CH:23][CH:24]=2)=[O:16])[CH:4]([CH2:1][CH:2]=[O:26])[CH2:13]1, predict the reactants needed to synthesize it. (4) The reactants are: [CH3:1][CH:2]([CH2:6][C:7]([CH3:10])([CH3:9])[CH3:8])[CH2:3]C=O.[Cl-].[NH4+:12].[CH2:13](OCC)C.[C-:18]#[N:19].[Na+]. Given the product [C:13]([CH:18]([NH2:19])[CH2:1][CH:2]([CH3:3])[CH2:6][C:7]([CH3:10])([CH3:9])[CH3:8])#[N:12], predict the reactants needed to synthesize it. (5) Given the product [CH:26]1([C@H:5]2[C@H:6]([CH3:25])[C@@H:7]([NH:17][C:18]3[CH:23]=[CH:22][CH:21]=[C:20]([CH3:24])[N:19]=3)[C:8]3[C:13](=[CH:12][CH:11]=[C:10]([C:14]([N:53]4[CH2:57][CH2:56][O:36][CH2:55][CH2:54]4)=[O:15])[CH:9]=3)[N:4]2[C:1](=[O:3])[CH3:2])[CH2:28][CH2:27]1, predict the reactants needed to synthesize it. The reactants are: [C:1]([N:4]1[C:13]2[C:8](=[CH:9][C:10]([C:14](O)=[O:15])=[CH:11][CH:12]=2)[C@H:7]([NH:17][C:18]2[CH:23]=[CH:22][CH:21]=[C:20]([CH3:24])[N:19]=2)[C@@H:6]([CH3:25])[C@@H:5]1[CH:26]1[CH2:28][CH2:27]1)(=[O:3])[CH3:2].CN(C([O:36]N1N=NC2C=CC=NC1=2)=[N+](C)C)C.F[P-](F)(F)(F)(F)F.[NH:53]1[CH2:57][CH2:56][CH2:55][CH2:54]1.CCN(C(C)C)C(C)C. (6) Given the product [CH3:11][N:12]1[C:16]([C:2]2[N:7]=[C:6]([O:8][CH3:9])[C:5]([NH2:10])=[CH:4][CH:3]=2)=[CH:15][N:14]=[C:13]1[CH3:17], predict the reactants needed to synthesize it. The reactants are: Br[C:2]1[N:7]=[C:6]([O:8][CH3:9])[C:5]([NH2:10])=[CH:4][CH:3]=1.[CH3:11][N:12]1[CH:16]=[CH:15][N:14]=[C:13]1[CH3:17].C(O)(=O)C(C)(C)C.F[B-](F)(F)F.C1(P(C2CCCCC2)C2CCCCC2)CCCCC1.C(=O)([O-])[O-].[K+].[K+].